From a dataset of NCI-60 drug combinations with 297,098 pairs across 59 cell lines. Regression. Given two drug SMILES strings and cell line genomic features, predict the synergy score measuring deviation from expected non-interaction effect. (1) Drug 1: CCC1(CC2CC(C3=C(CCN(C2)C1)C4=CC=CC=C4N3)(C5=C(C=C6C(=C5)C78CCN9C7C(C=CC9)(C(C(C8N6C=O)(C(=O)OC)O)OC(=O)C)CC)OC)C(=O)OC)O.OS(=O)(=O)O. Drug 2: C1C(C(OC1N2C=NC(=NC2=O)N)CO)O. Cell line: SW-620. Synergy scores: CSS=20.2, Synergy_ZIP=-8.73, Synergy_Bliss=-9.39, Synergy_Loewe=-6.94, Synergy_HSA=-6.65. (2) Drug 1: C(=O)(N)NO. Drug 2: C1=CC=C(C(=C1)C(C2=CC=C(C=C2)Cl)C(Cl)Cl)Cl. Cell line: SK-OV-3. Synergy scores: CSS=-21.1, Synergy_ZIP=18.6, Synergy_Bliss=20.3, Synergy_Loewe=-6.00, Synergy_HSA=-2.28.